Dataset: Reaction yield outcomes from USPTO patents with 853,638 reactions. Task: Predict the reaction yield, written as a fraction of the theoretical maximum amount of product (1.0 means a 100% yield; for example, 0.34 means a 34% yield). (1) The yield is 0.890. The product is [C:8]([C:7]1[C:2]([NH:23][NH2:24])=[N:3][CH:4]=[CH:5][C:6]=1[N:10]1[CH2:15][CH2:14][CH:13]([C:16]2[CH:21]=[CH:20][CH:19]=[CH:18][CH:17]=2)[CH2:12][CH2:11]1)#[N:9]. The catalyst is C1COCC1. The reactants are Br[C:2]1[C:7]([C:8]#[N:9])=[C:6]([N:10]2[CH2:15][CH2:14][CH:13]([C:16]3[CH:21]=[CH:20][CH:19]=[CH:18][CH:17]=3)[CH2:12][CH2:11]2)[CH:5]=[CH:4][N:3]=1.O.[NH2:23][NH2:24]. (2) The reactants are Cl[CH2:2][CH2:3][CH2:4][O:5][C:6]1[CH:11]=[CH:10][C:9]([C:12]([CH:14]2[CH2:16][CH2:15]2)=[O:13])=[CH:8][CH:7]=1.[OH:17][C@@H:18]1[CH2:22][CH2:21][NH:20][CH2:19]1.C(=O)([O-])[O-].[K+].[K+].[I-].[K+]. The catalyst is CC(=O)CC. The product is [CH:14]1([C:12]([C:9]2[CH:10]=[CH:11][C:6]([O:5][CH2:4][CH2:3][CH2:2][N:20]3[CH2:21][CH2:22][C@@H:18]([OH:17])[CH2:19]3)=[CH:7][CH:8]=2)=[O:13])[CH2:16][CH2:15]1. The yield is 0.620. (3) The reactants are S([C@@H:11]1[CH2:15][CH2:14][N:13]([C:16]([O:18][CH2:19][C:20]2[CH:25]=[CH:24][CH:23]=[CH:22][CH:21]=2)=[O:17])[CH2:12]1)(C1C=CC(C)=CC=1)(=O)=O.[C-:26]#[N:27].[K+].[Cl-].[Na+].O.O. The catalyst is CS(C)=O. The product is [C:26]([C@H:11]1[CH2:15][CH2:14][N:13]([C:16]([O:18][CH2:19][C:20]2[CH:21]=[CH:22][CH:23]=[CH:24][CH:25]=2)=[O:17])[CH2:12]1)#[N:27]. The yield is 0.650. (4) The reactants are [F:1][C:2]1[CH:33]=[CH:32][C:5]([NH:6][C:7]([NH:9][C:10]2[CH:31]=[CH:30][C:13]([O:14][C:15]3[C:24]4[C:19](=[CH:20][C:21]([O:28][CH3:29])=[C:22]([C:25]([OH:27])=[O:26])[CH:23]=4)[N:18]=[CH:17][CH:16]=3)=[CH:12][CH:11]=2)=[O:8])=[CH:4][CH:3]=1.Cl.C(N=C=NC[CH2:41][CH2:42]N(C)C)C.O.ON1C2C=CC=CC=2N=N1.C(N(CC)CC)C.CN(C)[CH:66]=[O:67]. The catalyst is C(OCC)(=O)C.COCCO. The product is [F:1][C:2]1[CH:3]=[CH:4][C:5]([NH:6][C:7]([NH:9][C:10]2[CH:31]=[CH:30][C:13]([O:14][C:15]3[C:24]4[C:19](=[CH:20][C:21]([O:28][CH3:29])=[C:22]([C:25]([O:27][CH2:41][CH2:42][O:67][CH3:66])=[O:26])[CH:23]=4)[N:18]=[CH:17][CH:16]=3)=[CH:12][CH:11]=2)=[O:8])=[CH:32][CH:33]=1. The yield is 0.496. (5) The yield is 0.827. The product is [C:16]([N:1]1[CH2:6][CH2:5][S:4][CH2:3][CH2:2]1)(=[O:18])[CH3:17]. The catalyst is C1(C)C=CC=CC=1.C(OCC)(=O)C. The reactants are [NH:1]1[CH2:6][CH2:5][S:4][CH2:3][CH2:2]1.C(N(CC)C(C)C)(C)C.[C:16](Cl)(=[O:18])[CH3:17]. (6) The reactants are [Cl:1][C:2]1[CH:3]=[C:4]([CH2:8][NH:9][CH3:10])[CH:5]=[CH:6][CH:7]=1.[CH3:11][O:12][C:13]1[CH:18]=[CH:17][C:16]([C:19]2[CH:20]=[CH:21][C:22](=[O:29])[N:23]([CH2:25][C:26]([OH:28])=O)[CH:24]=2)=[CH:15][CH:14]=1.OC1C2N=NNC=2C=CC=1.CCN=C=NCCCN(C)C.Cl. The catalyst is C(Cl)Cl.CCOC(C)=O. The product is [Cl:1][C:2]1[CH:3]=[C:4]([CH:5]=[CH:6][CH:7]=1)[CH2:8][N:9]([CH3:10])[C:26](=[O:28])[CH2:25][N:23]1[CH:24]=[C:19]([C:16]2[CH:15]=[CH:14][C:13]([O:12][CH3:11])=[CH:18][CH:17]=2)[CH:20]=[CH:21][C:22]1=[O:29]. The yield is 0.570. (7) The reactants are [F:1][C:2]1[CH:3]=[C:4]([C:10]2[C:15]([C:16]3[CH:21]=[CH:20][C:19]([O:22][CH3:23])=[CH:18][CH:17]=3)=[N:14][NH:13][C:12](=[O:24])[CH:11]=2)[CH:5]=[CH:6][C:7]=1[O:8][CH3:9].[Cl:25][C:26]1[CH:35]=[CH:34][C:29]([CH:30]=[CH:31][CH2:32]Cl)=[CH:28][CH:27]=1. No catalyst specified. The product is [Cl:25][C:26]1[CH:35]=[CH:34][C:29]([CH:30]=[CH:31][CH2:32][N:13]2[C:12](=[O:24])[CH:11]=[C:10]([C:4]3[CH:5]=[CH:6][C:7]([O:8][CH3:9])=[C:2]([F:1])[CH:3]=3)[C:15]([C:16]3[CH:17]=[CH:18][C:19]([O:22][CH3:23])=[CH:20][CH:21]=3)=[N:14]2)=[CH:28][CH:27]=1. The yield is 0.587.